From a dataset of Full USPTO retrosynthesis dataset with 1.9M reactions from patents (1976-2016). Predict the reactants needed to synthesize the given product. (1) Given the product [CH2:1]([N:4]1[C:9](=[CH:26][NH2:27])[C:8]2[CH:11]=[CH:12][S:13][C:7]=2[N:6]=[C:5]1[O:14][CH2:15][CH2:16][CH3:17])[CH2:2][CH3:3], predict the reactants needed to synthesize it. The reactants are: [CH2:1]([N:4]1[C:9](=N)[C:8]2[CH:11]=[CH:12][S:13][C:7]=2[N:6]=[C:5]1[O:14][CH2:15][CH2:16][CH3:17])[CH2:2][CH3:3].CI.C(=O)([O-])[O-].[K+].[K+].[CH3:26][N:27](C=O)C. (2) The reactants are: [N:1]([C:4]1[CH:9]=[C:8]([O:10][CH3:11])[C:7]([O:12][CH3:13])=[CH:6][C:5]=1[CH:14]([CH3:16])[CH3:15])=[C:2]=[O:3].[F:17][C:18]1[CH:23]=[CH:22][C:21]([C@@H:24]2[CH2:29][C:28](=[O:30])[CH:27]=[CH:26][NH:25]2)=[CH:20][CH:19]=1. Given the product [CH:14]([C:5]1[CH:6]=[C:7]([O:12][CH3:13])[C:8]([O:10][CH3:11])=[CH:9][C:4]=1[NH:1][C:2]([N:25]1[CH:26]=[CH:27][C:28](=[O:30])[CH2:29][C@H:24]1[C:21]1[CH:22]=[CH:23][C:18]([F:17])=[CH:19][CH:20]=1)=[O:3])([CH3:16])[CH3:15], predict the reactants needed to synthesize it. (3) Given the product [OH:32][NH:31][C:1]([C:3]1[CH:4]=[CH:5][C:6]([CH2:7][N:8]([CH2:20][C:21]([O:23][C:24]([CH3:25])([CH3:26])[CH3:27])=[O:22])[C:9](=[O:19])[C:10]2[CH:15]=[CH:14][C:13]([N+:16]([O-:18])=[O:17])=[CH:12][CH:11]=2)=[CH:28][CH:29]=1)=[NH:2], predict the reactants needed to synthesize it. The reactants are: [C:1]([C:3]1[CH:29]=[CH:28][C:6]([CH2:7][N:8]([CH2:20][C:21]([O:23][C:24]([CH3:27])([CH3:26])[CH3:25])=[O:22])[C:9](=[O:19])[C:10]2[CH:15]=[CH:14][C:13]([N+:16]([O-:18])=[O:17])=[CH:12][CH:11]=2)=[CH:5][CH:4]=1)#[N:2].Cl.[NH2:31][OH:32].C([O-])(O)=O.[Na+]. (4) Given the product [CH3:1][O:2][CH2:3][CH2:4][O:5][C:6]1[CH:7]=[C:8]([C:12]2[NH:23][C:15]3=[N:16][CH:17]=[C:18]([NH2:20])[CH:19]=[C:14]3[CH:13]=2)[CH:9]=[CH:10][CH:11]=1, predict the reactants needed to synthesize it. The reactants are: [CH3:1][O:2][CH2:3][CH2:4][O:5][C:6]1[CH:7]=[C:8]([C:12]2[NH:23][C:15]3=[N:16][CH:17]=[C:18]([N+:20]([O-])=O)[CH:19]=[C:14]3[CH:13]=2)[CH:9]=[CH:10][CH:11]=1.Cl.O. (5) Given the product [S:8]1[CH:9]=[CH:10][C:6]2[CH:5]=[C:4]([NH2:1])[CH:12]=[CH:11][C:7]1=2, predict the reactants needed to synthesize it. The reactants are: [N+:1]([C:4]1[CH:12]=[CH:11][C:7]2[S:8][CH:9]=[CH:10][C:6]=2[CH:5]=1)([O-])=O. (6) Given the product [CH3:1][C:2]1[C:3]([N+:12]([O-:14])=[O:13])=[C:4]([CH:5]=[CH:6][CH:7]=1)[CH2:8][CH2:9][OH:10], predict the reactants needed to synthesize it. The reactants are: [CH3:1][C:2]1[C:3]([N+:12]([O-:14])=[O:13])=[C:4]([CH2:8][C:9](O)=[O:10])[CH:5]=[CH:6][CH:7]=1. (7) Given the product [C:32]1([C:38]2[C:43]3[CH2:44][CH:45]([CH2:47][NH2:48])[O:46][C:42]=3[CH:41]=[CH:40][CH:39]=2)[CH:33]=[CH:34][CH:35]=[CH:36][CH:37]=1, predict the reactants needed to synthesize it. The reactants are: CC1C=CC(S(OCC2CC3C(C4C=CC=CC=4)=CC=CC=3O2)(=O)=O)=CC=1.[N-]=[N+]=[N-].[Na+].[C:32]1([C:38]2[C:43]3[CH2:44][CH:45]([CH2:47][N:48]=[N+]=[N-])[O:46][C:42]=3[CH:41]=[CH:40][CH:39]=2)[CH:37]=[CH:36][CH:35]=[CH:34][CH:33]=1.[N-]=[N+]=[N-].Cl. (8) Given the product [CH:25]1[C:26]2[C:30]3[CH:31]=[CH:32][CH:33]=[CH:34][C:29]=3[O:28][C:27]=2[C:22]([C:18]2[CH:17]=[C:16]([CH:21]=[CH:20][CH:19]=2)[C:14]2[CH:13]=[CH:12][CH:11]=[C:10]([CH2:9][S:8][CH:6]([CH3:7])[C:5]([OH:35])=[O:4])[CH:15]=2)=[CH:23][CH:24]=1, predict the reactants needed to synthesize it. The reactants are: [OH-].[Na+].C[O:4][C:5](=[O:35])[CH:6]([S:8][CH2:9][C:10]1[CH:15]=[C:14]([C:16]2[CH:21]=[CH:20][CH:19]=[C:18]([C:22]3[C:27]4[O:28][C:29]5[CH:34]=[CH:33][CH:32]=[CH:31][C:30]=5[C:26]=4[CH:25]=[CH:24][CH:23]=3)[CH:17]=2)[CH:13]=[CH:12][CH:11]=1)[CH3:7].Cl.